Dataset: NCI-60 drug combinations with 297,098 pairs across 59 cell lines. Task: Regression. Given two drug SMILES strings and cell line genomic features, predict the synergy score measuring deviation from expected non-interaction effect. (1) Drug 1: C1=CC(=CC=C1CC(C(=O)O)N)N(CCCl)CCCl.Cl. Drug 2: CC=C1C(=O)NC(C(=O)OC2CC(=O)NC(C(=O)NC(CSSCCC=C2)C(=O)N1)C(C)C)C(C)C. Cell line: KM12. Synergy scores: CSS=66.2, Synergy_ZIP=-5.61, Synergy_Bliss=-5.65, Synergy_Loewe=-31.1, Synergy_HSA=-3.04. (2) Drug 1: C1=NC2=C(N=C(N=C2N1C3C(C(C(O3)CO)O)F)Cl)N. Drug 2: C1CN(P(=O)(OC1)NCCCl)CCCl. Cell line: A549. Synergy scores: CSS=2.53, Synergy_ZIP=-0.287, Synergy_Bliss=2.42, Synergy_Loewe=1.51, Synergy_HSA=1.73. (3) Drug 1: CC1C(C(CC(O1)OC2CC(CC3=C2C(=C4C(=C3O)C(=O)C5=C(C4=O)C(=CC=C5)OC)O)(C(=O)CO)O)N)O.Cl. Drug 2: C1CCC(CC1)NC(=O)N(CCCl)N=O. Cell line: HOP-92. Synergy scores: CSS=25.8, Synergy_ZIP=-7.84, Synergy_Bliss=1.02, Synergy_Loewe=5.07, Synergy_HSA=5.25. (4) Drug 1: C1CN(P(=O)(OC1)NCCCl)CCCl. Drug 2: COCCOC1=C(C=C2C(=C1)C(=NC=N2)NC3=CC=CC(=C3)C#C)OCCOC.Cl. Cell line: MALME-3M. Synergy scores: CSS=-0.0420, Synergy_ZIP=1.50, Synergy_Bliss=2.81, Synergy_Loewe=2.46, Synergy_HSA=0.184.